Predict the product of the given reaction. From a dataset of Forward reaction prediction with 1.9M reactions from USPTO patents (1976-2016). The product is: [O:30]=[C:29]([C:31]1[CH:36]=[CH:35][CH:34]=[CH:33][N:32]=1)/[CH:28]=[CH:27]/[C:24]1[CH:23]=[CH:22][C:21]([NH:20][C:15]([C:10]2[C:9]([C:6]3[CH:7]=[CH:8][C:3]([C:2]([F:19])([F:18])[F:1])=[CH:4][CH:5]=3)=[CH:14][CH:13]=[CH:12][CH:11]=2)=[O:16])=[CH:26][CH:25]=1. Given the reactants [F:1][C:2]([F:19])([F:18])[C:3]1[CH:8]=[CH:7][C:6]([C:9]2[C:10]([C:15](Cl)=[O:16])=[CH:11][CH:12]=[CH:13][CH:14]=2)=[CH:5][CH:4]=1.[NH2:20][C:21]1[CH:26]=[CH:25][C:24](/[CH:27]=[CH:28]/[C:29]([C:31]2[CH:36]=[CH:35][CH:34]=[CH:33][N:32]=2)=[O:30])=[CH:23][CH:22]=1.C(N(CC)CC)C.C(OCC)(=O)C, predict the reaction product.